From a dataset of Reaction yield outcomes from USPTO patents with 853,638 reactions. Predict the reaction yield, written as a fraction of the theoretical maximum amount of product (1.0 means a 100% yield; for example, 0.34 means a 34% yield). (1) The reactants are [CH3:1][S:2]([O:5][C:6]1[C:14]([O:15][CH3:16])=[CH:13][C:12]([C:17]2[N:18]([C:28]([O:30][C:31]([CH3:34])([CH3:33])[CH3:32])=[O:29])[C:19]3[C:24]([CH:25]=2)=[CH:23][C:22]([CH:26]=O)=[CH:21][CH:20]=3)=[C:11]2[C:7]=1[CH2:8][NH:9][C:10]2=[O:35])(=[O:4])=[O:3].[CH3:36][NH:37][CH2:38][C:39]1[CH:44]=[CH:43][CH:42]=[CH:41][CH:40]=1.C(O)(=O)C.C(O[BH-](OC(=O)C)OC(=O)C)(=O)C.[Na+]. The catalyst is C(#N)C. The product is [CH3:1][S:2]([O:5][C:6]1[C:14]([O:15][CH3:16])=[CH:13][C:12]([C:17]2[N:18]([C:28]([O:30][C:31]([CH3:33])([CH3:32])[CH3:34])=[O:29])[C:19]3[C:24]([CH:25]=2)=[CH:23][C:22]([CH2:26][NH:37][CH2:38][C:39]2[CH:44]=[CH:43][CH:42]=[CH:41][CH:40]=2)=[CH:21][CH:20]=3)=[C:11]2[C:7]=1[CH2:8][NH:9][C:10]2=[O:35])(=[O:4])=[O:3].[CH3:1][S:2]([O:5][C:6]1[C:14]([O:15][CH3:16])=[CH:13][C:12]([C:17]2[N:18]([C:28]([O:30][C:31]([CH3:32])([CH3:33])[CH3:34])=[O:29])[C:19]3[C:24]([CH:25]=2)=[CH:23][C:22]([CH2:26][N:37]([CH2:38][C:39]2[CH:44]=[CH:43][CH:42]=[CH:41][CH:40]=2)[CH3:36])=[CH:21][CH:20]=3)=[C:11]2[C:7]=1[CH2:8][NH:9][C:10]2=[O:35])(=[O:3])=[O:4]. The yield is 0.190. (2) The reactants are [Cl:1][C:2]1[CH:7]=[CH:6][N:5]=[C:4]([CH3:8])[CH:3]=1.[F:9][C:10]1[CH:20]=[CH:19][C:13]([C:14](OCC)=[O:15])=[CH:12][CH:11]=1.C[Si]([N-][Si](C)(C)C)(C)C.[Li+]. The catalyst is O1CCCC1. The product is [Cl:1][C:2]1[CH:7]=[CH:6][N:5]=[C:4]([CH2:8][C:14]([C:13]2[CH:19]=[CH:20][C:10]([F:9])=[CH:11][CH:12]=2)=[O:15])[CH:3]=1. The yield is 0.990. (3) The yield is 0.870. The catalyst is C1COCC1. The product is [Br:13][C:9]1[C:8]([CH3:14])=[C:7]([N:6]2[C:4](=[O:5])[C:3]3[C:2](=[CH:18][CH:17]=[C:16]([F:19])[CH:15]=3)[NH:1][C:21]2=[O:23])[CH:12]=[CH:11][CH:10]=1. The reactants are [NH2:1][C:2]1[CH:18]=[CH:17][C:16]([F:19])=[CH:15][C:3]=1[C:4]([NH:6][C:7]1[CH:12]=[CH:11][CH:10]=[C:9]([Br:13])[C:8]=1[CH3:14])=[O:5].Cl[C:21](Cl)([O:23]C(=O)OC(Cl)(Cl)Cl)Cl.C([O-])(O)=O.[Na+].